From a dataset of Full USPTO retrosynthesis dataset with 1.9M reactions from patents (1976-2016). Predict the reactants needed to synthesize the given product. (1) Given the product [Cl:1][C:2]1[CH:3]=[CH:4][C:5]([C:28]([F:30])([F:31])[F:29])=[C:6]([CH:27]=1)[CH2:7][N:8]1[CH2:13][CH2:12][NH:11][C:10]2[N:14]=[CH:15][C:16]([C:18]3[CH:26]=[CH:25][C:21]([C:22]([N:41]4[CH2:42][CH2:43][N:38]([C:33]5[N:32]=[CH:37][CH:36]=[CH:35][N:34]=5)[CH2:39][CH2:40]4)=[O:24])=[CH:20][CH:19]=3)=[CH:17][C:9]1=2, predict the reactants needed to synthesize it. The reactants are: [Cl:1][C:2]1[CH:3]=[CH:4][C:5]([C:28]([F:31])([F:30])[F:29])=[C:6]([CH:27]=1)[CH2:7][N:8]1[CH2:13][CH2:12][NH:11][C:10]2[N:14]=[CH:15][C:16]([C:18]3[CH:26]=[CH:25][C:21]([C:22]([OH:24])=O)=[CH:20][CH:19]=3)=[CH:17][C:9]1=2.[N:32]1[CH:37]=[CH:36][CH:35]=[N:34][C:33]=1[N:38]1[CH2:43][CH2:42][NH:41][CH2:40][CH2:39]1. (2) Given the product [F:36][C:25]1[CH:24]=[CH:23][C:22]([C:2]2[N:6]3[CH:7]=[CH:8][C:9]([C:11]([F:14])([F:13])[F:12])=[N:10][C:5]3=[N:4][CH:3]=2)=[CH:27][C:26]=1[C:28]1[CH:33]=[CH:32][C:31]([C:34]#[N:35])=[CH:30][CH:29]=1, predict the reactants needed to synthesize it. The reactants are: Br[C:2]1[N:6]2[CH:7]=[CH:8][C:9]([C:11]([F:14])([F:13])[F:12])=[N:10][C:5]2=[N:4][CH:3]=1.CC1(C)COB([C:22]2[CH:23]=[CH:24][C:25]([F:36])=[C:26]([C:28]3[CH:33]=[CH:32][C:31]([C:34]#[N:35])=[CH:30][CH:29]=3)[CH:27]=2)OC1. (3) Given the product [C:21]([O:20][C:19](=[O:25])[NH:18][CH2:17][C:15]1[CH:16]=[C:11]([O:9][C:4]2[CH:5]=[CH:6][C:7]([CH3:8])=[C:2]([F:1])[CH:3]=2)[CH:12]=[CH:13][C:14]=1[N+:26]([O-:28])=[O:27])([CH3:24])([CH3:22])[CH3:23], predict the reactants needed to synthesize it. The reactants are: [F:1][C:2]1[CH:3]=[C:4]([OH:9])[CH:5]=[CH:6][C:7]=1[CH3:8].Cl[C:11]1[CH:12]=[CH:13][C:14]([N+:26]([O-:28])=[O:27])=[C:15]([CH2:17][NH:18][C:19](=[O:25])[O:20][C:21]([CH3:24])([CH3:23])[CH3:22])[CH:16]=1.[H-].[Na+]. (4) Given the product [Br:15][C:10]1[N:9]2[C:13]([C:2]([CH3:1])=[N:3][C:4]3[S:5][CH:6]=[N:7][C:8]=32)=[C:12]([CH3:14])[N:11]=1, predict the reactants needed to synthesize it. The reactants are: [CH3:1][C:2]1[C:13]2[N:9]([CH:10]=[N:11][C:12]=2[CH3:14])[C:8]2[N:7]=[CH:6][S:5][C:4]=2[N:3]=1.[Br:15]N1C(=O)CCC1=O. (5) Given the product [O:32]=[C:33]1[NH:38][C:37]2[CH:39]=[C:40]([CH2:43][N:44]3[CH2:45][CH2:46][N:47]([C:50]4[CH:60]=[CH:59][C:53]([C:54]([OH:56])=[O:55])=[CH:52][N:51]=4)[CH2:48][CH2:49]3)[CH:41]=[N:42][C:36]=2[N:35]2[CH2:61][CH2:62][CH2:63][CH2:64][C@@H:34]12, predict the reactants needed to synthesize it. The reactants are: O=C1NC2C=C(CN3CCN(C4C=CC(C(O)=O)=CC=4)CC3)C=NC=2N2CCCC[C@@H]12.[O:32]=[C:33]1[NH:38][C:37]2[CH:39]=[C:40]([CH2:43][N:44]3[CH2:49][CH2:48][N:47]([C:50]4[CH:60]=[CH:59][C:53]([C:54]([O:56]CC)=[O:55])=[CH:52][N:51]=4)[CH2:46][CH2:45]3)[CH:41]=[N:42][C:36]=2[N:35]2[CH2:61][CH2:62][CH2:63][CH2:64][C@@H:34]12. (6) Given the product [Cl:33][C:34]1[CH:41]=[CH:40][CH:39]=[C:38]([Cl:42])[C:35]=1[CH:36]([OH:37])[CH2:2][C:3]1[CH:12]=[CH:11][C:6]([C:7]([O:9][CH3:10])=[O:8])=[CH:5][CH:4]=1, predict the reactants needed to synthesize it. The reactants are: Br[CH2:2][C:3]1[CH:12]=[CH:11][C:6]([C:7]([O:9][CH3:10])=[O:8])=[CH:5][CH:4]=1.BrCCBr.[Cu](C#N)C#N.[Cl-].[Li+].B(F)(F)F.CCOCC.[Cl:33][C:34]1[CH:41]=[CH:40][CH:39]=[C:38]([Cl:42])[C:35]=1[CH:36]=[O:37].